This data is from Forward reaction prediction with 1.9M reactions from USPTO patents (1976-2016). The task is: Predict the product of the given reaction. (1) Given the reactants B.[F:2][C:3]1[CH:8]=[C:7]([C:9]([F:12])([F:11])[F:10])[CH:6]=[CH:5][C:4]=1[CH2:13][CH2:14][C:15](O)=[O:16], predict the reaction product. The product is: [F:2][C:3]1[CH:8]=[C:7]([C:9]([F:11])([F:12])[F:10])[CH:6]=[CH:5][C:4]=1[CH2:13][CH2:14][CH2:15][OH:16]. (2) Given the reactants [C:1]1([C:7]2[C:12]([C:13]([OH:15])=O)=[CH:11][N:10]=[C:9]([NH:16][CH2:17][C:18]3[CH:23]=[CH:22][CH:21]=[CH:20][N:19]=3)[N:8]=2)[CH:6]=[CH:5][CH:4]=[CH:3][CH:2]=1.[CH3:24][NH:25][C@@H:26]([CH3:35])[C@@H:27]([C:29]1[CH:34]=[CH:33][CH:32]=[CH:31][CH:30]=1)[OH:28], predict the reaction product. The product is: [OH:28][CH:27]([C:29]1[CH:34]=[CH:33][CH:32]=[CH:31][CH:30]=1)[CH:26]([N:25]([CH3:24])[C:13]([C:12]1[C:7]([C:1]2[CH:2]=[CH:3][CH:4]=[CH:5][CH:6]=2)=[N:8][C:9]([NH:16][CH2:17][C:18]2[CH:23]=[CH:22][CH:21]=[CH:20][N:19]=2)=[N:10][CH:11]=1)=[O:15])[CH3:35]. (3) The product is: [CH3:12][O:11][C:9](=[O:10])[C:8]([C:4]1[CH:3]=[C:2]([B:15]([OH:19])[OH:16])[CH:7]=[N:6][CH:5]=1)([CH3:14])[CH3:13]. Given the reactants Br[C:2]1[CH:3]=[C:4]([C:8]([CH3:14])([CH3:13])[C:9]([O:11][CH3:12])=[O:10])[CH:5]=[N:6][CH:7]=1.[B:15]1(B2OC(C)(C)C(C)(C)O2)[O:19]C(C)(C)C(C)(C)[O:16]1.C1(P(C2CCCCC2)C2CCCCC2)CCCCC1.C([O-])(=O)C.[K+], predict the reaction product. (4) Given the reactants [CH3:1][O:2][C:3](=[O:29])/[CH:4]=[CH:5]/[C:6]1[CH:7]=[CH:8][C:9]2[O:26][C:13]3([CH2:18][CH2:17][CH2:16][N:15](C(OC(C)(C)C)=O)[CH2:14]3)[NH:12][C:11](=[O:27])[C:10]=2[CH:28]=1.Cl.COC(=O)/C=C/C1C=C2C(=CC=1)OC1(CNC1)CC2=O, predict the reaction product. The product is: [CH3:1][O:2][C:3](=[O:29])/[CH:4]=[CH:5]/[C:6]1[CH:7]=[CH:8][C:9]2[O:26][C:13]3([CH2:18][CH2:17][CH2:16][NH:15][CH2:14]3)[NH:12][C:11](=[O:27])[C:10]=2[CH:28]=1. (5) Given the reactants [OH:1][CH2:2][C:3]1[CH:4]=[C:5]([CH:16]=[CH:17][CH:18]=1)[CH2:6][CH:7]([C:12]([O:14][CH3:15])=[O:13])[C:8]([O:10][CH3:11])=[O:9].[CH3:19][O:20][C:21]1[CH:22]=[C:23]([N:27]=[C:28]=[O:29])[CH:24]=[CH:25][CH:26]=1, predict the reaction product. The product is: [CH3:19][O:20][C:21]1[CH:22]=[C:23]([CH:24]=[CH:25][CH:26]=1)[NH:27][C:28]([O:1][CH2:2][C:3]1[CH:4]=[C:5]([CH:16]=[CH:17][CH:18]=1)[CH2:6][CH:7]([C:8]([O:10][CH3:11])=[O:9])[C:12]([O:14][CH3:15])=[O:13])=[O:29]. (6) Given the reactants [CH3:1][O:2][C:3]1[CH:8]=[N:7][C:6]([N:9]2[CH:13]=[N:12][C:11]([CH3:14])=[N:10]2)=[C:5]2[NH:15][CH:16]=[C:17]([C:18](=[O:22])[C:19]([OH:21])=O)[C:4]=12.[C:23]1([C:29]2[N:38]=[CH:37][CH:36]=[C:35]3[C:30]=2[CH2:31][CH2:32][NH:33][CH2:34]3)[CH:28]=[CH:27][CH:26]=[CH:25][CH:24]=1.[C:39]([OH:45])([C:41]([F:44])([F:43])[F:42])=[O:40].CCN(C(C)C)C(C)C.CN(C(ON1N=NC2C=CC=CC1=2)=[N+](C)C)C.[B-](F)(F)(F)F, predict the reaction product. The product is: [CH3:1][O:2][C:3]1[CH:8]=[N:7][C:6]([N:9]2[CH:13]=[N:12][C:11]([CH3:14])=[N:10]2)=[C:5]2[NH:15][CH:16]=[C:17]([C:18](=[O:22])[C:19]([N:33]3[CH2:32][CH2:31][C:30]4[C:35](=[CH:36][CH:37]=[N:38][C:29]=4[C:23]4[CH:24]=[CH:25][CH:26]=[CH:27][CH:28]=4)[CH2:34]3)=[O:21])[C:4]=12.[C:39]([OH:45])([C:41]([F:44])([F:43])[F:42])=[O:40].